Dataset: Forward reaction prediction with 1.9M reactions from USPTO patents (1976-2016). Task: Predict the product of the given reaction. (1) Given the reactants [CH2:1]([NH:8][CH2:9][CH2:10][C:11]1[CH:16]=[CH:15][C:14]([S:17]([C:20]2[CH:30]=[CH:29][C:23]([C:24]([O:26][CH2:27][CH3:28])=[O:25])=[C:22]([OH:31])[CH:21]=2)(=[O:19])=[O:18])=[CH:13][CH:12]=1)[C:2]1[CH:7]=[CH:6][CH:5]=[CH:4][CH:3]=1.[Cl:32][C:33]1[CH:34]=[C:35]([C@@H:39]2[CH2:41][O:40]2)[CH:36]=[CH:37][CH:38]=1, predict the reaction product. The product is: [CH2:1]([N:8]([CH2:41][C@@H:39]([C:35]1[CH:36]=[CH:37][CH:38]=[C:33]([Cl:32])[CH:34]=1)[OH:40])[CH2:9][CH2:10][C:11]1[CH:12]=[CH:13][C:14]([S:17]([C:20]2[CH:30]=[CH:29][C:23]([C:24]([O:26][CH2:27][CH3:28])=[O:25])=[C:22]([OH:31])[CH:21]=2)(=[O:19])=[O:18])=[CH:15][CH:16]=1)[C:2]1[CH:7]=[CH:6][CH:5]=[CH:4][CH:3]=1. (2) Given the reactants [C:1]([O:5][C@@H:6]([C:12]1[C:34]([CH3:35])=[CH:33][C:15]2[N:16]=[C:17]([C:19]3[CH:24]=[CH:23][N:22]=[C:21]([N:25]4[CH2:30][CH2:29][N:28]([CH2:31][CH3:32])[CH2:27][CH2:26]4)[CH:20]=3)[S:18][C:14]=2[C:13]=1[C:36]1[CH:41]=[CH:40][C:39]([Cl:42])=[CH:38][CH:37]=1)[C:7]([O:9]CC)=[O:8])([CH3:4])([CH3:3])[CH3:2].[OH-].[Na+].C1COCC1.CN(C=O)C, predict the reaction product. The product is: [C:1]([O:5][C@@H:6]([C:12]1[C:34]([CH3:35])=[CH:33][C:15]2[N:16]=[C:17]([C:19]3[CH:24]=[CH:23][N:22]=[C:21]([N:25]4[CH2:26][CH2:27][N:28]([CH2:31][CH3:32])[CH2:29][CH2:30]4)[CH:20]=3)[S:18][C:14]=2[C:13]=1[C:36]1[CH:37]=[CH:38][C:39]([Cl:42])=[CH:40][CH:41]=1)[C:7]([OH:9])=[O:8])([CH3:2])([CH3:3])[CH3:4]. (3) Given the reactants [OH:1][C:2]1[CH:22]=[CH:21][C:5]([CH2:6][N:7]2[CH2:12][C@@H:11]3[CH2:13][C@H:8]2[CH2:9]N3C(OC(C)(C)C)=O)=[CH:4][CH:3]=1, predict the reaction product. The product is: [N:7]1([CH2:6][C:5]2[CH:4]=[CH:3][C:2]([OH:1])=[CH:22][CH:21]=2)[CH2:12][CH2:11][CH2:13][CH2:8][CH2:9]1. (4) Given the reactants [Mg].II.Br[C:5]1[CH:10]=[CH:9][C:8]([CH:11]2[O:15][CH2:14][CH2:13][O:12]2)=[CH:7][CH:6]=1.[C:16]1(=[O:22])[CH2:21][CH2:20][CH2:19][CH2:18][CH2:17]1, predict the reaction product. The product is: [O:12]1[CH2:13][CH2:14][O:15][CH:11]1[C:8]1[CH:9]=[CH:10][C:5]([C:16]2([OH:22])[CH2:21][CH2:20][CH2:19][CH2:18][CH2:17]2)=[CH:6][CH:7]=1. (5) The product is: [CH2:1]([NH:8][C:9]1[N:10]=[CH:11][C:12]([CH2:13][NH2:14])=[CH:15][CH:16]=1)[C:2]1[CH:3]=[CH:4][CH:5]=[CH:6][CH:7]=1. Given the reactants [CH2:1]([NH:8][C:9]1[CH:16]=[CH:15][C:12]([C:13]#[N:14])=[CH:11][N:10]=1)[C:2]1[CH:7]=[CH:6][CH:5]=[CH:4][CH:3]=1, predict the reaction product. (6) The product is: [C@@H:12]1([NH:11][C:5]2[C:4]3[CH2:3][CH2:2][NH:1][C:9]=3[N:8]=[CH:7][N:6]=2)[C:20]2[C:15](=[CH:16][CH:17]=[CH:18][CH:19]=2)[CH2:14][CH2:13]1. Given the reactants [NH2:1][CH2:2][CH2:3][C:4]1[C:5]([NH:11][C@@H:12]2[C:20]3[C:15](=[CH:16][CH:17]=[CH:18][CH:19]=3)[CH2:14][CH2:13]2)=[N:6][CH:7]=[N:8][C:9]=1Cl.C(N(CC)C(C)C)(C)C, predict the reaction product. (7) Given the reactants [Cl:1][C:2]1[CH:3]=[C:4]([C:12]2[O:16][N:15]=[C:14]([C:17]3[CH:26]=[CH:25][CH:24]=[C:23]4[C:18]=3[CH:19]=[CH:20][N:21]=[C:22]4[N:27]3[CH2:32][CH2:31][CH:30]([C:33]([O:35]CC)=[O:34])[CH2:29][CH2:28]3)[N:13]=2)[CH:5]=[CH:6][C:7]=1[O:8][CH:9]([CH3:11])[CH3:10].O1CCCC1.CO.[OH-].[Li+:46], predict the reaction product. The product is: [Li+:46].[Cl:1][C:2]1[CH:3]=[C:4]([C:12]2[O:16][N:15]=[C:14]([C:17]3[CH:26]=[CH:25][CH:24]=[C:23]4[C:18]=3[CH:19]=[CH:20][N:21]=[C:22]4[N:27]3[CH2:32][CH2:31][CH:30]([C:33]([O-:35])=[O:34])[CH2:29][CH2:28]3)[N:13]=2)[CH:5]=[CH:6][C:7]=1[O:8][CH:9]([CH3:11])[CH3:10].